Task: Predict the reactants needed to synthesize the given product.. Dataset: Full USPTO retrosynthesis dataset with 1.9M reactions from patents (1976-2016) (1) Given the product [C:27]12([C:24]3[CH:25]=[CH:26][C:21]([O:20][CH2:19][C:18]([NH:17][C:12]4[CH:11]=[C:10]([CH:15]=[CH:14][C:13]=4[OH:16])[C:9]([NH2:2])=[O:38])=[O:37])=[CH:22][CH:23]=3)[CH2:28][CH:29]3[CH2:35][CH:33]([CH2:32][CH:31]([CH2:30]3)[CH2:36]1)[CH2:34]2, predict the reactants needed to synthesize it. The reactants are: [Cl-].[NH4+:2].C[Al](C)C.CO[C:9](=[O:38])[C:10]1[CH:15]=[CH:14][C:13]([OH:16])=[C:12]([NH:17][C:18](=[O:37])[CH2:19][O:20][C:21]2[CH:26]=[CH:25][C:24]([C:27]34[CH2:36][CH:31]5[CH2:32][CH:33]([CH2:35][CH:29]([CH2:30]5)[CH2:28]3)[CH2:34]4)=[CH:23][CH:22]=2)[CH:11]=1.Cl. (2) The reactants are: [NH:1]1[C:9]2[CH:8]=[CH:7][CH:6]=[C:5]([OH:10])[C:4]=2[CH:3]=[CH:2]1.[Cl:11][C:12]1[CH:17]=[C:16]([N+:18]([O-:20])=[O:19])[CH:15]=[CH:14][C:13]=1F.C(=O)([O-])[O-].[K+].[K+]. Given the product [Cl:11][C:12]1[CH:17]=[C:16]([N+:18]([O-:20])=[O:19])[CH:15]=[CH:14][C:13]=1[O:10][C:5]1[CH:6]=[CH:7][CH:8]=[C:9]2[C:4]=1[CH:3]=[CH:2][NH:1]2, predict the reactants needed to synthesize it. (3) Given the product [C:14]1([S:20]([N:1]2[C:9]3[C:4](=[CH:5][C:6]([CH:24]=[O:26])=[CH:7][CH:8]=3)[CH:3]=[CH:2]2)(=[O:22])=[O:21])[CH:19]=[CH:18][CH:17]=[CH:16][CH:15]=1, predict the reactants needed to synthesize it. The reactants are: [NH:1]1[C:9]2[C:4](=[CH:5][CH:6]=[CH:7][CH:8]=2)[C:3](C=O)=[CH:2]1.[OH-].[K+].[C:14]1([S:20](Cl)(=[O:22])=[O:21])[CH:19]=[CH:18][CH:17]=[CH:16][CH:15]=1.[CH2:24]([OH:26])C.